Predict the reaction yield, written as a fraction of the theoretical maximum amount of product (1.0 means a 100% yield; for example, 0.34 means a 34% yield). From a dataset of Reaction yield outcomes from USPTO patents with 853,638 reactions. The reactants are [Cl:1][C:2]1[CH:7]=[CH:6][C:5]([C:8]2[CH:13]=[CH:12][N:11]([CH2:14][CH2:15][C@@:16]([CH3:24])([S:20]([CH3:23])(=[O:22])=[O:21])[C:17](O)=[O:18])[C:10](=[O:25])[CH:9]=2)=[C:4]([F:26])[C:3]=1[F:27].CN1CCOCC1.ClC1N=C(OC)N=C(OC)N=1.[O:46]1[CH2:51][CH2:50][CH2:49][CH2:48][CH:47]1[O:52][NH2:53]. No catalyst specified. The product is [Cl:1][C:2]1[CH:7]=[CH:6][C:5]([C:8]2[CH:13]=[CH:12][N:11]([CH2:14][CH2:15][C@@:16]([CH3:24])([S:20]([CH3:23])(=[O:21])=[O:22])[C:17]([NH:53][O:52][CH:47]3[CH2:48][CH2:49][CH2:50][CH2:51][O:46]3)=[O:18])[C:10](=[O:25])[CH:9]=2)=[C:4]([F:26])[C:3]=1[F:27]. The yield is 1.00.